Dataset: Full USPTO retrosynthesis dataset with 1.9M reactions from patents (1976-2016). Task: Predict the reactants needed to synthesize the given product. (1) Given the product [Cl:3][C:4]1[CH:34]=[CH:33][CH:32]=[C:31]([Cl:35])[C:5]=1[C:6]([NH:8][C@H:9]([C:27]([OH:29])=[O:28])[CH2:10][C:11]1[CH:16]=[CH:15][C:14]([CH2:17][CH2:18][CH2:19][NH:20][C:21]2[CH:26]=[CH:25][CH:24]=[CH:23][N:22]=2)=[CH:13][CH:12]=1)=[O:7], predict the reactants needed to synthesize it. The reactants are: [Li+].[OH-].[Cl:3][C:4]1[CH:34]=[CH:33][CH:32]=[C:31]([Cl:35])[C:5]=1[C:6]([NH:8][C@H:9]([C:27]([O:29]C)=[O:28])[CH2:10][C:11]1[CH:16]=[CH:15][C:14]([CH2:17][CH2:18][CH2:19][NH:20][C:21]2[CH:26]=[CH:25][CH:24]=[CH:23][N:22]=2)=[CH:13][CH:12]=1)=[O:7]. (2) Given the product [OH:19][CH2:18][CH2:17][CH:14]1[S:13][C:12]([C:9]2[NH:10][C:11]3[C:7]([CH:8]=2)=[CH:6][CH:5]=[CH:4][C:3]=3[N:2]([CH3:1])[S:23]([C:26]2[CH:31]=[CH:30][CH:29]=[CH:28][C:27]=2[C:32]([F:33])([F:34])[F:35])(=[O:24])=[O:25])=[N:16][CH2:15]1, predict the reactants needed to synthesize it. The reactants are: [CH3:1][N:2]([S:23]([C:26]1[CH:31]=[CH:30][CH:29]=[CH:28][C:27]=1[C:32]([F:35])([F:34])[F:33])(=[O:25])=[O:24])[C:3]1[CH:4]=[CH:5][CH:6]=[C:7]2[C:11]=1[NH:10][C:9]([C:12]1[S:13][CH:14]([CH2:17][C:18](OCC)=[O:19])[CH2:15][N:16]=1)=[CH:8]2.[BH4-].[Li+].O1CCCC1.C(O)(=O)CC(CC(O)=O)(C(O)=O)O. (3) Given the product [C:29]([C:27]1[O:26][N:25]=[C:24]([NH:23][C:22]([C@@H:17]2[CH2:18][CH2:19][CH2:20][CH2:21][N:16]2[C:14]([N:11]2[CH2:12][CH2:13][NH:8][CH2:9][CH2:10]2)=[O:15])=[O:33])[CH:28]=1)([CH3:32])([CH3:30])[CH3:31], predict the reactants needed to synthesize it. The reactants are: C(OC([N:8]1[CH2:13][CH2:12][N:11]([C:14]([N:16]2[CH2:21][CH2:20][CH2:19][CH2:18][C@H:17]2[C:22](=[O:33])[NH:23][C:24]2[CH:28]=[C:27]([C:29]([CH3:32])([CH3:31])[CH3:30])[O:26][N:25]=2)=[O:15])[CH2:10][CH2:9]1)=O)(C)(C)C.Cl.O1CCOCC1.C([O-])(O)=O.[Na+]. (4) Given the product [CH3:30][N:31]1[CH2:32][CH2:33][N:34]([C:37]2[CH:43]=[CH:42][C:40]([NH:41][C:2]3[C:3]4[NH:20][N:19]=[CH:18][C:4]=4[N:5]=[C:6]([C:8]4[CH:17]=[CH:16][C:11]([C:12]([O:14][CH3:15])=[O:13])=[CH:10][CH:9]=4)[N:7]=3)=[CH:39][CH:38]=2)[CH2:35][CH2:36]1, predict the reactants needed to synthesize it. The reactants are: Cl[C:2]1[C:3]2[C:4](=[CH:18][N:19](CC3C=CC(OC)=CC=3)[N:20]=2)[N:5]=[C:6]([C:8]2[CH:17]=[CH:16][C:11]([C:12]([O:14][CH3:15])=[O:13])=[CH:10][CH:9]=2)[N:7]=1.[CH3:30][N:31]1[CH2:36][CH2:35][N:34]([C:37]2[CH:43]=[CH:42][C:40]([NH2:41])=[CH:39][CH:38]=2)[CH2:33][CH2:32]1.Cl. (5) Given the product [CH3:8][N:7]([C:5](=[O:6])[C:4]#[CH:3])[CH2:9][C:10]([O:12][CH2:13][CH3:14])=[O:11], predict the reactants needed to synthesize it. The reactants are: C[Si](C)(C)[C:3]#[C:4][C:5]([N:7]([CH2:9][C:10]([O:12][CH2:13][CH3:14])=[O:11])[CH3:8])=[O:6].CCCC[N+](CCCC)(CCCC)CCCC.[F-].[NH4+].[Cl-]. (6) Given the product [NH2:8][C:4]1[N:5]=[CH:6][N:7]=[C:2]([NH:15][C@H:16]([C:19]2[N:28]([C:29]3[CH:34]=[CH:33][CH:32]=[CH:31][C:30]=3[CH3:35])[C:27](=[O:36])[C:26]3[C:21](=[CH:22][CH:23]=[CH:24][C:25]=3[CH3:37])[N:20]=2)[CH2:17][CH3:18])[C:3]=1[C:9]1[O:10][C:11]([CH3:14])=[CH:12][N:13]=1, predict the reactants needed to synthesize it. The reactants are: Cl[C:2]1[N:7]=[CH:6][N:5]=[C:4]([NH2:8])[C:3]=1[C:9]1[O:10][C:11]([CH3:14])=[CH:12][N:13]=1.[NH2:15][CH:16]([C:19]1[N:28]([C:29]2[CH:34]=[CH:33][CH:32]=[CH:31][C:30]=2[CH3:35])[C:27](=[O:36])[C:26]2[C:21](=[CH:22][CH:23]=[CH:24][C:25]=2[CH3:37])[N:20]=1)[CH2:17][CH3:18].CCN(C(C)C)C(C)C.CCOC(C)=O. (7) Given the product [CH2:43]([C:45]1[S:46][CH:47]=[C:48](/[CH:50]=[CH:27]\[C:26]2[C:22]([O:14][CH2:15][C:16]3[CH:39]=[CH:38][C:19]([O:20][CH2:21][C:22]4[N:23]=[C:24]([C:28]5[O:32][C:31]([C:33]([O:35][CH2:36][CH3:37])=[O:34])=[CH:30][CH:29]=5)[O:25][C:26]=4[CH3:27])=[C:18]([O:40][CH3:41])[CH:17]=3)=[N:23][N:77]([C:80]3[CH:38]=[CH:39][CH:16]=[CH:17][CH:18]=3)[CH:76]=2)[N:49]=1)[CH3:44], predict the reactants needed to synthesize it. The reactants are: C(C1CN([O:14][CH2:15][C:16]2[CH:39]=[CH:38][C:19]([O:20][CH2:21][C:22]3[N:23]=[C:24]([C:28]4[O:32][C:31]([C:33]([O:35][CH2:36][CH3:37])=[O:34])=[CH:30][CH:29]=4)[O:25][C:26]=3[CH3:27])=[C:18]([O:40][CH3:41])[CH:17]=2)N(C2C=CC=CC=2)C=1)=O.[Cl-].[CH2:43]([C:45]1[S:46][CH:47]=[C:48]([CH2:50][P+](C2C=CC=CC=2)(C2C=CC=CC=2)C2C=CC=CC=2)[N:49]=1)[CH3:44].C(=O)([O-])[O-].[K+].[K+].[CH3:76][N:77]([CH3:80])C=O.